This data is from Reaction yield outcomes from USPTO patents with 853,638 reactions. The task is: Predict the reaction yield, written as a fraction of the theoretical maximum amount of product (1.0 means a 100% yield; for example, 0.34 means a 34% yield). (1) The reactants are [CH:1]1([C:7](O)=[O:8])[CH2:6][CH2:5][CH2:4][CH2:3][CH2:2]1.[Cl:10][C:11]1[C:16]([CH2:17][N:18]2[CH2:23][CH2:22][NH:21][C@@H:20]([CH3:24])[CH2:19]2)=[CH:15][CH:14]=[CH:13][C:12]=1[NH:25][C:26](=[O:35])[C:27]1[CH:32]=[CH:31][CH:30]=[C:29]([C:33]#[N:34])[CH:28]=1.CN(C(ON1N=NC2C=CC=NC1=2)=[N+](C)C)C.F[P-](F)(F)(F)(F)F.CCN(C(C)C)C(C)C. The catalyst is CN(C=O)C. The product is [Cl:10][C:11]1[C:16]([CH2:17][N:18]2[CH2:23][CH2:22][N:21]([C:7]([CH:1]3[CH2:6][CH2:5][CH2:4][CH2:3][CH2:2]3)=[O:8])[C@@H:20]([CH3:24])[CH2:19]2)=[CH:15][CH:14]=[CH:13][C:12]=1[NH:25][C:26](=[O:35])[C:27]1[CH:32]=[CH:31][CH:30]=[C:29]([C:33]#[N:34])[CH:28]=1. The yield is 0.236. (2) The catalyst is CC(O)=O.CCOC(C)=O. The yield is 0.960. The reactants are [Br:1][C:2]1[CH:3]=[C:4]2[C:8](=[CH:9][CH:10]=1)[NH:7][CH2:6][CH2:5]2.O=[C:12]1[CH2:17][CH2:16][N:15]([C:18]([O:20][C:21]([CH3:24])([CH3:23])[CH3:22])=[O:19])[CH2:14][CH2:13]1.[BH-](OC(C)=O)(OC(C)=O)OC(C)=O.[Na+]. The product is [Br:1][C:2]1[CH:3]=[C:4]2[C:8](=[CH:9][CH:10]=1)[N:7]([CH:12]1[CH2:17][CH2:16][N:15]([C:18]([O:20][C:21]([CH3:24])([CH3:23])[CH3:22])=[O:19])[CH2:14][CH2:13]1)[CH2:6][CH2:5]2. (3) The reactants are [CH2:1]([O:8][C:9]1[CH:14]=[C:13]([O:15][CH2:16][C:17]2[CH:22]=[CH:21][CH:20]=[CH:19][CH:18]=2)[C:12]([CH:23]([CH3:25])[CH3:24])=[CH:11][C:10]=1[C:26]1[O:30][N:29]=[C:28]([C:31]([NH:33][CH2:34][CH3:35])=[O:32])[C:27]=1[C:36](=[N:38][OH:39])[NH2:37])[C:2]1[CH:7]=[CH:6][CH:5]=[CH:4][CH:3]=1.[CH2:40]([O:42][C:43]1[CH:51]=[CH:50][C:46]([C:47](Cl)=O)=[CH:45][CH:44]=1)[CH3:41]. The catalyst is CN(C=O)C. The product is [CH2:1]([O:8][C:9]1[CH:14]=[C:13]([O:15][CH2:16][C:17]2[CH:22]=[CH:21][CH:20]=[CH:19][CH:18]=2)[C:12]([CH:23]([CH3:25])[CH3:24])=[CH:11][C:10]=1[C:26]1[O:30][N:29]=[C:28]([C:31]([NH:33][CH2:34][CH3:35])=[O:32])[C:27]=1[C:36]1[N:37]=[C:47]([C:46]2[CH:50]=[CH:51][C:43]([O:42][CH2:40][CH3:41])=[CH:44][CH:45]=2)[O:39][N:38]=1)[C:2]1[CH:7]=[CH:6][CH:5]=[CH:4][CH:3]=1. The yield is 0.740. (4) The reactants are BrC1C=C(OC)C(N2CCN(C)CC2)=NC=1.Cl[C:18]1[CH:23]=[C:22]([O:24][CH3:25])[CH:21]=[CH:20][N:19]=1.[CH3:26][N:27]1[CH2:32][CH2:31][NH:30][C@H:29]([CH3:33])[CH2:28]1. No catalyst specified. The product is [CH3:25][O:24][C:22]1[CH:21]=[CH:20][N:19]=[C:18]([N:30]2[CH2:31][CH2:32][N:27]([CH3:26])[CH2:28][C@H:29]2[CH3:33])[CH:23]=1. The yield is 0.420. (5) The reactants are [N:1]1[CH:6]=[CH:5][CH:4]=[CH:3][C:2]=1[C:7]1[C:11]([CH2:12][O:13][C:14]2[CH:22]=[CH:21][C:17]([C:18]([OH:20])=O)=[CH:16][N:15]=2)=[CH:10][O:9][N:8]=1.[CH:23]1([NH2:26])[CH2:25][CH2:24]1. No catalyst specified. The product is [CH:23]1([NH:26][C:18](=[O:20])[C:17]2[CH:21]=[CH:22][C:14]([O:13][CH2:12][C:11]3[C:7]([C:2]4[CH:3]=[CH:4][CH:5]=[CH:6][N:1]=4)=[N:8][O:9][CH:10]=3)=[N:15][CH:16]=2)[CH2:25][CH2:24]1. The yield is 0.820. (6) The reactants are [C:1]1([S:7]([C:10]([CH:19]2[CH2:31][C:22]3[NH:23][C:24]4[CH:25]=[CH:26][C:27]([Cl:30])=[CH:28][C:29]=4[C:21]=3[CH2:20]2)([F:18])[C:11]2[O:15][N:14]=[C:13]([CH2:16][NH2:17])[N:12]=2)(=[O:9])=[O:8])[CH:6]=[CH:5][CH:4]=[CH:3][CH:2]=1.CCN(C(C)C)C(C)C.[C:41](OC(=O)C)(=[O:43])[CH3:42]. The catalyst is C1COCC1. The product is [C:1]1([S:7]([C:10]([CH:19]2[CH2:31][C:22]3[NH:23][C:24]4[CH:25]=[CH:26][C:27]([Cl:30])=[CH:28][C:29]=4[C:21]=3[CH2:20]2)([F:18])[C:11]2[O:15][N:14]=[C:13]([CH2:16][NH:17][C:41](=[O:43])[CH3:42])[N:12]=2)(=[O:9])=[O:8])[CH:2]=[CH:3][CH:4]=[CH:5][CH:6]=1. The yield is 0.480.